Dataset: Retrosynthesis with 50K atom-mapped reactions and 10 reaction types from USPTO. Task: Predict the reactants needed to synthesize the given product. The reactants are: CC(C)(C)OC(=O)N1CCNCC1.COc1ccc(-c2cc(COS(C)(=O)=O)c(=O)n(CC3CCCC3)n2)cc1F. Given the product COc1ccc(-c2cc(CN3CCN(C(=O)OC(C)(C)C)CC3)c(=O)n(CC3CCCC3)n2)cc1F, predict the reactants needed to synthesize it.